This data is from Forward reaction prediction with 1.9M reactions from USPTO patents (1976-2016). The task is: Predict the product of the given reaction. (1) Given the reactants Cl[C:2]1[N:7]=[CH:6][C:5]([C:8]2[CH:9]=[N:10][N:11]3[C:16]([C:17]4[CH:18]=[C:19]([NH:23][C:24](=[O:35])[C:25]5[CH:30]=[CH:29][CH:28]=[C:27]([C:31]([F:34])([F:33])[F:32])[CH:26]=5)[CH:20]=[CH:21][CH:22]=4)=[CH:15][CH:14]=[N:13][C:12]=23)=[CH:4][CH:3]=1.[CH3:36][NH2:37], predict the reaction product. The product is: [CH3:36][NH:37][C:2]1[N:7]=[CH:6][C:5]([C:8]2[CH:9]=[N:10][N:11]3[C:16]([C:17]4[CH:18]=[C:19]([NH:23][C:24](=[O:35])[C:25]5[CH:30]=[CH:29][CH:28]=[C:27]([C:31]([F:34])([F:33])[F:32])[CH:26]=5)[CH:20]=[CH:21][CH:22]=4)=[CH:15][CH:14]=[N:13][C:12]=23)=[CH:4][CH:3]=1. (2) Given the reactants N[C:2]1[N:11]=[CH:10][C:9]2[C:4](=[C:5]([O:20][CH3:21])[C:6]([Br:19])=[CH:7][C:8]=2[C:12]2[CH:17]=[CH:16][CH:15]=[C:14]([Cl:18])[CH:13]=2)[N:3]=1.[I:22]CI.N(OCCC(C)C)=O, predict the reaction product. The product is: [Br:19][C:6]1[C:5]([O:20][CH3:21])=[C:4]2[C:9]([CH:10]=[N:11][C:2]([I:22])=[N:3]2)=[C:8]([C:12]2[CH:17]=[CH:16][CH:15]=[C:14]([Cl:18])[CH:13]=2)[CH:7]=1. (3) Given the reactants [OH-:1].[Na+].[CH3:3][C:4]1[N:9]=[C:8]([C:10]#N)[C:7]([C:12]2[CH:17]=[CH:16][N:15]=[C:14]([CH3:18])[N:13]=2)=[CH:6][CH:5]=1.[OH2:19], predict the reaction product. The product is: [CH3:3][C:4]1[N:9]=[C:8]([C:10]([OH:19])=[O:1])[C:7]([C:12]2[CH:17]=[CH:16][N:15]=[C:14]([CH3:18])[N:13]=2)=[CH:6][CH:5]=1. (4) Given the reactants COCCOC[O:7][C:8]1[CH:9]=[C:10]([CH:14]([O:17][C:18]2[CH:25]=[CH:24][C:21]([C:22]#[N:23])=[C:20]([C:26]([F:29])([F:28])[F:27])[CH:19]=2)[CH2:15][CH3:16])[CH:11]=[N:12][CH:13]=1.F[C:31]1C=CC(C#N)=C(C(F)(F)F)C=1, predict the reaction product. The product is: [OH:7][C:8]1[CH:9]=[C:10]([CH:14]([O:17][C:18]2[CH:25]=[CH:24][C:21]([C:22]#[N:23])=[C:20]([C:26]([F:29])([F:27])[F:28])[CH:19]=2)[CH2:15][CH2:16][CH3:31])[CH:11]=[N:12][CH:13]=1. (5) Given the reactants [CH3:1][C:2]1[S:3][CH:4]=[C:5]([CH3:7])[N:6]=1.C([Li])CCC.[C:13](OCC)(=[O:15])[CH3:14], predict the reaction product. The product is: [CH3:7][C:5]1[N:6]=[C:2]([CH2:1][C:13]([CH3:14])=[O:15])[S:3][CH:4]=1. (6) Given the reactants [F:1][C:2]1[CH:3]=[C:4]([CH2:8][CH:9]([C:13]2[CH:18]=[CH:17][C:16]([S:19]([CH3:22])(=[O:21])=[O:20])=[CH:15][CH:14]=2)[C:10](O)=[O:11])[CH:5]=[CH:6][CH:7]=1.[NH2:23][C:24]1[N:25]=[CH:26][C:27]([CH2:30][O:31][C:32](=[O:34])[CH3:33])=[N:28][CH:29]=1.CCN=C=NCCCN(C)C.Cl, predict the reaction product. The product is: [F:1][C:2]1[CH:3]=[C:4]([CH2:8][CH:9]([C:13]2[CH:18]=[CH:17][C:16]([S:19]([CH3:22])(=[O:21])=[O:20])=[CH:15][CH:14]=2)[C:10]([NH:23][C:24]2[N:25]=[CH:26][C:27]([CH2:30][O:31][C:32](=[O:34])[CH3:33])=[N:28][CH:29]=2)=[O:11])[CH:5]=[CH:6][CH:7]=1.